From a dataset of Forward reaction prediction with 1.9M reactions from USPTO patents (1976-2016). Predict the product of the given reaction. (1) Given the reactants Cl[C:2]1[CH:8]=[C:7]([CH3:9])[CH:6]=[CH:5][C:3]=1[NH2:4].[CH3:10][C:11]([C:13]#[C:14][CH2:15][CH3:16])=[CH2:12].C([O-])([O-])=O.[K+].[K+], predict the reaction product. The product is: [CH2:15]([C:14]1[C:2]2[C:3](=[CH:5][CH:6]=[C:7]([CH3:9])[CH:8]=2)[NH:4][C:13]=1[C:11]([CH3:12])=[CH2:10])[CH3:16]. (2) Given the reactants Br[C:2]1[CH:3]=[C:4]2[C:9](=[CH:10][CH:11]=1)[N:8]1[C:12]([C:15]3[CH:20]=[CH:19][CH:18]=[CH:17][CH:16]=3)=[N:13][N:14]=[C:7]1[C:6](=[O:21])[NH:5]2.[SH:22][C:23]1[CH:24]=[C:25]([C:29]2([C:35]#[N:36])[CH2:34][CH2:33][O:32][CH2:31][CH2:30]2)[CH:26]=[CH:27][CH:28]=1.CCN(C(C)C)C(C)C.C1(P(C2C=CC=CC=2)C2C3OC4C(=CC=CC=4P(C4C=CC=CC=4)C4C=CC=CC=4)C(C)(C)C=3C=CC=2)C=CC=CC=1, predict the reaction product. The product is: [O:21]=[C:6]1[NH:5][C:4]2[C:9](=[CH:10][CH:11]=[C:2]([S:22][C:23]3[CH:24]=[C:25]([C:29]4([C:35]#[N:36])[CH2:30][CH2:31][O:32][CH2:33][CH2:34]4)[CH:26]=[CH:27][CH:28]=3)[CH:3]=2)[N:8]2[C:12]([C:15]3[CH:20]=[CH:19][CH:18]=[CH:17][CH:16]=3)=[N:13][N:14]=[C:7]12. (3) Given the reactants ClC1C=CC(C(O)=O)=C(C(C(OC)=O)C(OC)=O)C=1.[Cl:20][C:21]1[CH:22]=[CH:23][C:24]([C:36]([N:38]2[CH2:43][CH2:42][C:41]3([CH2:48][CH2:47][N:46]([CH2:49][C:50]4[CH:55]=[CH:54][CH:53]=[CH:52][C:51]=4[O:56][C:57]4[CH:62]=[CH:61][CH:60]=[CH:59][CH:58]=4)[CH2:45][CH2:44]3)[CH2:40][CH2:39]2)=[O:37])=[C:25]([CH:27](C(OC)=O)[C:28]([O:30]C)=[O:29])[CH:26]=1, predict the reaction product. The product is: [Cl:20][C:21]1[CH:22]=[CH:23][C:24]([C:36]([N:38]2[CH2:39][CH2:40][C:41]3([CH2:48][CH2:47][N:46]([CH2:49][C:50]4[CH:55]=[CH:54][CH:53]=[CH:52][C:51]=4[O:56][C:57]4[CH:58]=[CH:59][CH:60]=[CH:61][CH:62]=4)[CH2:45][CH2:44]3)[CH2:42][CH2:43]2)=[O:37])=[C:25]([CH2:27][C:28]([OH:30])=[O:29])[CH:26]=1. (4) Given the reactants [Cl:1][C:2]1[C:7]([F:8])=[C:6]([F:9])[CH:5]=[CH:4][C:3]=1[CH2:10][NH:11][C:12]([CH:14]1[CH2:18][NH:17][C:16](=[O:19])[N:15]1[CH3:20])=[O:13].Br[C:22]1[CH:27]=[CH:26][N:25]=[C:24]([CH3:28])[CH:23]=1.C(=O)([O-])[O-].[Cs+].[Cs+].CC1(C)C2C(=C(P(C3C=CC=CC=3)C3C=CC=CC=3)C=CC=2)OC2C(P(C3C=CC=CC=3)C3C=CC=CC=3)=CC=CC1=2, predict the reaction product. The product is: [Cl:1][C:2]1[C:7]([F:8])=[C:6]([F:9])[CH:5]=[CH:4][C:3]=1[CH2:10][NH:11][C:12]([CH:14]1[CH2:18][N:17]([C:22]2[CH:27]=[CH:26][N:25]=[C:24]([CH3:28])[CH:23]=2)[C:16](=[O:19])[N:15]1[CH3:20])=[O:13].